Task: Predict the product of the given reaction.. Dataset: Forward reaction prediction with 1.9M reactions from USPTO patents (1976-2016) (1) Given the reactants CN(C)S([N:6]1[CH:10]=[CH:9][N:8]=[C:7]1[Si](C(C)(C)C)(C)C)(=O)=O.[F:19][C:20]1[CH:21]=[C:22]2[C:27](=[CH:28][CH:29]=1)[O:26][CH2:25][CH2:24][C:23]2=O, predict the reaction product. The product is: [F:19][C:20]1[CH:21]=[C:22]2[C:27](=[CH:28][CH:29]=1)[O:26][CH2:25][CH:24]=[C:23]2[C:10]1[NH:6][CH:7]=[N:8][CH:9]=1. (2) Given the reactants [Si]([O:8][CH2:9][C:10](=[O:40])[CH2:11][O:12][C:13]1[CH:18]=[C:17]([Cl:19])[C:16]([C:20]2[N:24]=[C:23]([C:25]3[N:26]=[C:27]4[C:32]([Cl:33])=[CH:31][C:30]([C:34]([F:37])([F:36])[F:35])=[CH:29][N:28]4[CH:38]=3)[O:22][N:21]=2)=[CH:15][C:14]=1[Cl:39])(C(C)(C)C)(C)C, predict the reaction product. The product is: [Cl:39][C:14]1[CH:15]=[C:16]([C:20]2[N:24]=[C:23]([C:25]3[N:26]=[C:27]4[C:32]([Cl:33])=[CH:31][C:30]([C:34]([F:35])([F:36])[F:37])=[CH:29][N:28]4[CH:38]=3)[O:22][N:21]=2)[C:17]([Cl:19])=[CH:18][C:13]=1[O:12][CH2:11][C:10](=[O:40])[CH2:9][OH:8]. (3) Given the reactants O1[CH2:5][CH2:4][CH2:3][CH2:2]1.[CH2:6]([C:8]1[C:9]([NH:17][C@@H:18]2[C:26]3[C:21](=[CH:22][CH:23]=[CH:24][CH:25]=3)[CH2:20][C@@H:19]2[O:27][C:28](=[O:30])[CH3:29])=[N:10][C:11]([CH2:15][CH3:16])=[C:12](I)[N:13]=1)[CH3:7].F.[K], predict the reaction product. The product is: [CH3:9][N:17]([CH3:18])[C:2]1[N:10]=[C:11]([CH3:12])[C:5]([C:12]2[N:13]=[C:8]([CH2:6][CH3:7])[C:9]([NH:17][C@@H:18]3[C:26]4[C:21](=[CH:22][CH:23]=[CH:24][CH:25]=4)[CH2:20][C@@H:19]3[O:27][C:28](=[O:30])[CH3:29])=[N:10][C:11]=2[CH2:15][CH3:16])=[CH:4][CH:3]=1.